Dataset: NCI-60 drug combinations with 297,098 pairs across 59 cell lines. Task: Regression. Given two drug SMILES strings and cell line genomic features, predict the synergy score measuring deviation from expected non-interaction effect. (1) Drug 1: CC12CCC3C(C1CCC2=O)CC(=C)C4=CC(=O)C=CC34C. Drug 2: C1=CC(=CC=C1CCC2=CNC3=C2C(=O)NC(=N3)N)C(=O)NC(CCC(=O)O)C(=O)O. Cell line: SNB-75. Synergy scores: CSS=27.8, Synergy_ZIP=-5.04, Synergy_Bliss=-2.74, Synergy_Loewe=2.55, Synergy_HSA=3.78. (2) Drug 1: CCC1(CC2CC(C3=C(CCN(C2)C1)C4=CC=CC=C4N3)(C5=C(C=C6C(=C5)C78CCN9C7C(C=CC9)(C(C(C8N6C=O)(C(=O)OC)O)OC(=O)C)CC)OC)C(=O)OC)O.OS(=O)(=O)O. Drug 2: C1CN(CCN1C(=O)CCBr)C(=O)CCBr. Cell line: SNB-75. Synergy scores: CSS=15.7, Synergy_ZIP=-2.02, Synergy_Bliss=1.06, Synergy_Loewe=1.66, Synergy_HSA=1.49.